This data is from NCI-60 drug combinations with 297,098 pairs across 59 cell lines. The task is: Regression. Given two drug SMILES strings and cell line genomic features, predict the synergy score measuring deviation from expected non-interaction effect. (1) Drug 1: CC12CCC3C(C1CCC2O)C(CC4=C3C=CC(=C4)O)CCCCCCCCCS(=O)CCCC(C(F)(F)F)(F)F. Drug 2: B(C(CC(C)C)NC(=O)C(CC1=CC=CC=C1)NC(=O)C2=NC=CN=C2)(O)O. Synergy scores: CSS=20.8, Synergy_ZIP=3.07, Synergy_Bliss=2.17, Synergy_Loewe=-43.6, Synergy_HSA=-0.698. Cell line: HCT-15. (2) Drug 1: C1C(C(OC1N2C=NC3=C2NC=NCC3O)CO)O. Drug 2: CCC1(C2=C(COC1=O)C(=O)N3CC4=CC5=C(C=CC(=C5CN(C)C)O)N=C4C3=C2)O.Cl. Cell line: MDA-MB-435. Synergy scores: CSS=14.3, Synergy_ZIP=-4.60, Synergy_Bliss=-2.31, Synergy_Loewe=-16.8, Synergy_HSA=-2.16. (3) Drug 1: CN(CC1=CN=C2C(=N1)C(=NC(=N2)N)N)C3=CC=C(C=C3)C(=O)NC(CCC(=O)O)C(=O)O. Synergy scores: CSS=28.3, Synergy_ZIP=1.19, Synergy_Bliss=-4.76, Synergy_Loewe=-31.3, Synergy_HSA=-5.80. Drug 2: CC1=C(C=C(C=C1)C(=O)NC2=CC(=CC(=C2)C(F)(F)F)N3C=C(N=C3)C)NC4=NC=CC(=N4)C5=CN=CC=C5. Cell line: LOX IMVI. (4) Drug 1: COCCOC1=C(C=C2C(=C1)C(=NC=N2)NC3=CC=CC(=C3)C#C)OCCOC. Drug 2: CC1CCC2CC(C(=CC=CC=CC(CC(C(=O)C(C(C(=CC(C(=O)CC(OC(=O)C3CCCCN3C(=O)C(=O)C1(O2)O)C(C)CC4CCC(C(C4)OC)OP(=O)(C)C)C)C)O)OC)C)C)C)OC. Cell line: UACC62. Synergy scores: CSS=50.4, Synergy_ZIP=9.85, Synergy_Bliss=10.2, Synergy_Loewe=14.7, Synergy_HSA=15.8. (5) Drug 1: C1=C(C(=O)NC(=O)N1)F. Drug 2: C1=CC(=CC=C1CC(C(=O)O)N)N(CCCl)CCCl.Cl. Cell line: MDA-MB-435. Synergy scores: CSS=17.1, Synergy_ZIP=1.42, Synergy_Bliss=-6.90, Synergy_Loewe=-15.5, Synergy_HSA=-10.8. (6) Drug 1: C1CCN(CC1)CCOC2=CC=C(C=C2)C(=O)C3=C(SC4=C3C=CC(=C4)O)C5=CC=C(C=C5)O. Drug 2: CCCS(=O)(=O)NC1=C(C(=C(C=C1)F)C(=O)C2=CNC3=C2C=C(C=N3)C4=CC=C(C=C4)Cl)F. Cell line: NCI-H522. Synergy scores: CSS=7.29, Synergy_ZIP=-2.70, Synergy_Bliss=-2.87, Synergy_Loewe=-4.74, Synergy_HSA=-4.21. (7) Drug 1: C1C(C(OC1N2C=C(C(=O)NC2=O)F)CO)O. Drug 2: CCC1=C2CN3C(=CC4=C(C3=O)COC(=O)C4(CC)O)C2=NC5=C1C=C(C=C5)O. Cell line: RPMI-8226. Synergy scores: CSS=47.0, Synergy_ZIP=-6.47, Synergy_Bliss=-7.72, Synergy_Loewe=-5.26, Synergy_HSA=-3.65. (8) Drug 1: CNC(=O)C1=CC=CC=C1SC2=CC3=C(C=C2)C(=NN3)C=CC4=CC=CC=N4. Drug 2: CC1=C2C(C(=O)C3(C(CC4C(C3C(C(C2(C)C)(CC1OC(=O)C(C(C5=CC=CC=C5)NC(=O)C6=CC=CC=C6)O)O)OC(=O)C7=CC=CC=C7)(CO4)OC(=O)C)O)C)OC(=O)C. Cell line: OVCAR-4. Synergy scores: CSS=45.2, Synergy_ZIP=9.24, Synergy_Bliss=8.43, Synergy_Loewe=-21.9, Synergy_HSA=9.21. (9) Drug 1: C1CCN(CC1)CCOC2=CC=C(C=C2)C(=O)C3=C(SC4=C3C=CC(=C4)O)C5=CC=C(C=C5)O. Drug 2: C1=NNC2=C1C(=O)NC=N2. Cell line: SF-295. Synergy scores: CSS=7.77, Synergy_ZIP=-0.677, Synergy_Bliss=0.742, Synergy_Loewe=0.104, Synergy_HSA=0.0316.